This data is from Forward reaction prediction with 1.9M reactions from USPTO patents (1976-2016). The task is: Predict the product of the given reaction. (1) Given the reactants [Br:1][C:2]1[CH:3]=[C:4]([N+:9]([O-:11])=[O:10])[C:5](O)=[N:6][CH:7]=1.CN(C=O)C.P(Br)(Br)([Br:19])=O.O, predict the reaction product. The product is: [Br:19][C:5]1[C:4]([N+:9]([O-:11])=[O:10])=[CH:3][C:2]([Br:1])=[CH:7][N:6]=1. (2) Given the reactants [CH3:1][O:2][CH2:3][CH2:4][O:5][C:6]1[CH:11]=[CH:10][C:9]([N+:12]([O-])=O)=[C:8]([N+:15]([O-])=O)[CH:7]=1.[NH:18]1[C:26]2[C:21](=[CH:22][C:23]([NH:27][C:28]([C:30]3[CH:37]=[CH:36][C:33]([CH:34]=O)=[CH:32][CH:31]=3)=[O:29])=[CH:24][CH:25]=2)[CH:20]=[CH:19]1, predict the reaction product. The product is: [CH3:1][O:2][CH2:3][CH2:4][O:5][C:6]1[CH:11]=[CH:10][C:9]2[N:12]=[C:34]([C:33]3[CH:32]=[CH:31][C:30]([C:28]([NH:27][C:23]4[CH:22]=[C:21]5[C:26](=[CH:25][CH:24]=4)[NH:18][CH:19]=[CH:20]5)=[O:29])=[CH:37][CH:36]=3)[NH:15][C:8]=2[CH:7]=1. (3) Given the reactants [F:1][C:2]1[N:7]=[C:6]([C:8]([OH:10])=O)[CH:5]=[CH:4][CH:3]=1.F[P-](F)(F)(F)(F)F.N1(OC(N(C)C)=[N+](C)C)C2N=CC=CC=2N=N1.CCN(C(C)C)C(C)C.[NH:44]1[C:52]2[C:47](=[C:48]([C:53]3[CH:54]=[C:55]([NH2:62])[C:56]4[CH:57]=[N:58][NH:59][C:60]=4[CH:61]=3)[CH:49]=[CH:50][CH:51]=2)[CH:46]=[CH:45]1, predict the reaction product. The product is: [F:1][C:2]1[N:7]=[C:6]([C:8]([NH:62][C:55]2[CH:54]=[C:53]([C:48]3[CH:49]=[CH:50][CH:51]=[C:52]4[C:47]=3[CH:46]=[CH:45][NH:44]4)[CH:61]=[C:60]3[C:56]=2[CH:57]=[N:58][NH:59]3)=[O:10])[CH:5]=[CH:4][CH:3]=1. (4) The product is: [CH:9]1([CH2:4][NH:3][C:2]2[N:7]=[C:6]([NH:19][C:20]3[CH:28]=[CH:27][CH:26]=[C:25]4[C:21]=3[CH2:22][CH:23]([OH:29])[CH2:24]4)[CH:5]=[C:4]([C:9]3[CH:14]=[CH:13][C:12]([C:15]([F:18])([F:17])[F:16])=[CH:11][CH:10]=3)[N:3]=2)[CH2:14][CH2:13][CH2:12][CH2:11][CH2:10]1. Given the reactants Cl[C:2]1[N:7]=[C:6](Cl)[CH:5]=[C:4]([C:9]2[CH:14]=[CH:13][C:12]([C:15]([F:18])([F:17])[F:16])=[CH:11][CH:10]=2)[N:3]=1.[NH2:19][C:20]1[CH:28]=[CH:27][CH:26]=[C:25]2[C:21]=1[CH2:22][CH:23]([OH:29])[CH2:24]2, predict the reaction product. (5) Given the reactants [Cl:1][C:2]1[C:3]([O:12][C:13]2[CH:18]=[C:17]([O:19][CH2:20][CH2:21][O:22][CH3:23])[CH:16]=[CH:15][C:14]=2[CH2:24][CH2:25][CH2:26][NH2:27])=[N:4][CH:5]=[C:6]([C:8]([F:11])([F:10])[F:9])[CH:7]=1.[C:28]1([S:34]([N:37]=[C:38]=[O:39])(=[O:36])=[O:35])[CH:33]=[CH:32][CH:31]=[CH:30][CH:29]=1, predict the reaction product. The product is: [Cl:1][C:2]1[C:3]([O:12][C:13]2[CH:18]=[C:17]([O:19][CH2:20][CH2:21][O:22][CH3:23])[CH:16]=[CH:15][C:14]=2[CH2:24][CH2:25][CH2:26][NH:27][C:38]([NH:37][S:34]([C:28]2[CH:29]=[CH:30][CH:31]=[CH:32][CH:33]=2)(=[O:36])=[O:35])=[O:39])=[N:4][CH:5]=[C:6]([C:8]([F:9])([F:11])[F:10])[CH:7]=1. (6) Given the reactants C([C@@](C(O)=O)(O)[C@@](C(=O)C1C=CC=CC=1)(O)C(O)=O)(=O)C1C=CC=CC=1.C[O:28][C:29]([C:31]1[CH:35]=[C:34]([CH:36]2[CH2:40][CH2:39][CH2:38][NH:37]2)[S:33][C:32]=1[CH3:41])=[O:30].[OH-].[Na+].[C:44](O[C:44]([O:46][C:47]([CH3:50])([CH3:49])[CH3:48])=[O:45])([O:46][C:47]([CH3:50])([CH3:49])[CH3:48])=[O:45].O.[OH-].[Li+].Cl, predict the reaction product. The product is: [C:47]([O:46][C:44]([N:37]1[CH2:38][CH2:39][CH2:40][CH:36]1[C:34]1[S:33][C:32]([CH3:41])=[C:31]([C:29]([OH:28])=[O:30])[CH:35]=1)=[O:45])([CH3:50])([CH3:49])[CH3:48]. (7) Given the reactants [CH3:1][O:2][C:3]1[CH:13]=[CH:12][C:6]([C:7]([O:9][CH2:10][CH3:11])=[O:8])=[CH:5][C:4]=1[C:14]([O-:16])=O.C(Cl)(=O)C(Cl)=O.[Cl:23][C:24]1[CH:30]=[CH:29][C:27]([NH2:28])=[CH:26][CH:25]=1.C(N(CC)C(C)C)(C)C, predict the reaction product. The product is: [Cl:23][C:24]1[CH:30]=[CH:29][C:27]([NH:28][C:14](=[O:16])[C:4]2[CH:5]=[C:6]([CH:12]=[CH:13][C:3]=2[O:2][CH3:1])[C:7]([O:9][CH2:10][CH3:11])=[O:8])=[CH:26][CH:25]=1.